From a dataset of Peptide-MHC class II binding affinity with 134,281 pairs from IEDB. Regression. Given a peptide amino acid sequence and an MHC pseudo amino acid sequence, predict their binding affinity value. This is MHC class II binding data. (1) The peptide sequence is AIVYYSMYGHIKKMA. The MHC is DRB1_0301 with pseudo-sequence DRB1_0301. The binding affinity (normalized) is 0.102. (2) The peptide sequence is GELQIVDKIDQAFKI. The MHC is DRB5_0101 with pseudo-sequence DRB5_0101. The binding affinity (normalized) is 0.621.